This data is from Reaction yield outcomes from USPTO patents with 853,638 reactions. The task is: Predict the reaction yield, written as a fraction of the theoretical maximum amount of product (1.0 means a 100% yield; for example, 0.34 means a 34% yield). The reactants are C([O:8][C:9]1[C:14](=[O:15])[CH:13]=[C:12]([CH2:16][NH:17][S:18]([C:21]2[CH:26]=[CH:25][CH:24]=[CH:23][C:22]=2[Cl:27])(=[O:20])=[O:19])[N:11]([CH3:28])[C:10]=1[C:29]([OH:31])=[O:30])C1C=CC=CC=1.C1(S(C(N)C2N(C)C(C(O)=O)=C(O)C(=O)C=2)(=O)=O)C=CC=CC=1. No catalyst specified. The product is [Cl:27][C:22]1[CH:23]=[CH:24][CH:25]=[CH:26][C:21]=1[S:18]([NH:17][CH2:16][C:12]1[N:11]([CH3:28])[C:10]([C:29]([OH:31])=[O:30])=[C:9]([OH:8])[C:14](=[O:15])[CH:13]=1)(=[O:20])=[O:19]. The yield is 0.372.